The task is: Predict which catalyst facilitates the given reaction.. This data is from Catalyst prediction with 721,799 reactions and 888 catalyst types from USPTO. (1) Reactant: COCCOC[O:7][C:8]1[CH:13]=[CH:12][C:11]([C:14]2[CH:19]=[CH:18][C:17]([C:20]([N:22]([CH2:24][C:25]3[CH:26]=[C:27]([C:31]4[CH:36]=[CH:35][C:34]([CH2:37][CH:38]5[S:42][C:41](=[O:43])[NH:40][C:39]5=[O:44])=[CH:33][CH:32]=4)[CH:28]=[CH:29][CH:30]=3)[CH3:23])=[O:21])=[CH:16][CH:15]=2)=[CH:10][CH:9]=1.S(=O)(=O)(O)O. Product: [OH:7][C:8]1[CH:13]=[CH:12][C:11]([C:14]2[CH:19]=[CH:18][C:17]([C:20]([N:22]([CH2:24][C:25]3[CH:26]=[C:27]([C:31]4[CH:36]=[CH:35][C:34]([CH2:37][CH:38]5[S:42][C:41](=[O:43])[NH:40][C:39]5=[O:44])=[CH:33][CH:32]=4)[CH:28]=[CH:29][CH:30]=3)[CH3:23])=[O:21])=[CH:16][CH:15]=2)=[CH:10][CH:9]=1. The catalyst class is: 5. (2) Reactant: CO.[C:3]([NH:11][C:12]1[CH:20]=[C:19](/[CH:21]=[CH:22]/[C:23]2[CH:28]=[CH:27][CH:26]=[CH:25][CH:24]=2)[CH:18]=[CH:17][C:13]=1[C:14]([OH:16])=[O:15])(=[O:10])[C:4]1[CH:9]=[CH:8][CH:7]=[CH:6][CH:5]=1. Product: [C:3]([NH:11][C:12]1[CH:20]=[C:19]([CH2:21][CH2:22][C:23]2[CH:28]=[CH:27][CH:26]=[CH:25][CH:24]=2)[CH:18]=[CH:17][C:13]=1[C:14]([OH:16])=[O:15])(=[O:10])[C:4]1[CH:5]=[CH:6][CH:7]=[CH:8][CH:9]=1. The catalyst class is: 849. (3) Reactant: [C:1]([O:5][C:6]([N:8]1[CH2:13][CH2:12][CH:11]([OH:14])[CH2:10][CH2:9]1)=[O:7])([CH3:4])([CH3:3])[CH3:2].[Cl:15][C:16]1[CH:21]=[C:20]([N+:22]([O-:24])=[O:23])[CH:19]=[C:18]([Cl:25])[C:17]=1O.C1(P(C2C=CC=CC=2)C2C=CC=CC=2)C=CC=CC=1.N(C(OCC)=O)=NC(OCC)=O. Product: [C:1]([O:5][C:6]([N:8]1[CH2:13][CH2:12][CH:11]([O:14][C:17]2[C:18]([Cl:25])=[CH:19][C:20]([N+:22]([O-:24])=[O:23])=[CH:21][C:16]=2[Cl:15])[CH2:10][CH2:9]1)=[O:7])([CH3:4])([CH3:2])[CH3:3]. The catalyst class is: 4. (4) Reactant: [C:1]([C:3]1[CH:19]=[CH:18][C:6]([CH2:7][O:8][CH2:9][C:10]2[O:14][N:13]=[C:12]([C:15]([OH:17])=O)[CH:11]=2)=[CH:5][CH:4]=1)#[N:2].C(N(CC)CC)C.Cl.C(N=C=NCCCN(C)C)C.ON1C2C=CC=CC=2N=N1.[O:49]1[CH2:54][CH2:53][CH:52]([CH2:55][NH2:56])[CH2:51][CH2:50]1. Product: [O:49]1[CH2:54][CH2:53][CH:52]([CH2:55][NH:56][C:15]([C:12]2[CH:11]=[C:10]([CH2:9][O:8][CH2:7][C:6]3[CH:5]=[CH:4][C:3]([C:1]#[N:2])=[CH:19][CH:18]=3)[O:14][N:13]=2)=[O:17])[CH2:51][CH2:50]1. The catalyst class is: 408.